This data is from NCI-60 drug combinations with 297,098 pairs across 59 cell lines. The task is: Regression. Given two drug SMILES strings and cell line genomic features, predict the synergy score measuring deviation from expected non-interaction effect. (1) Drug 1: C1=CC(=CC=C1CCCC(=O)O)N(CCCl)CCCl. Synergy scores: CSS=47.4, Synergy_ZIP=-3.44, Synergy_Bliss=-2.25, Synergy_Loewe=-5.40, Synergy_HSA=-0.223. Drug 2: CC1C(C(CC(O1)OC2CC(CC3=C2C(=C4C(=C3O)C(=O)C5=C(C4=O)C(=CC=C5)OC)O)(C(=O)CO)O)N)O.Cl. Cell line: BT-549. (2) Drug 2: B(C(CC(C)C)NC(=O)C(CC1=CC=CC=C1)NC(=O)C2=NC=CN=C2)(O)O. Drug 1: CCC1(C2=C(COC1=O)C(=O)N3CC4=CC5=C(C=CC(=C5CN(C)C)O)N=C4C3=C2)O.Cl. Cell line: HCT-15. Synergy scores: CSS=82.8, Synergy_ZIP=-3.89, Synergy_Bliss=-6.20, Synergy_Loewe=-3.17, Synergy_HSA=-1.82. (3) Drug 1: C1CCC(CC1)NC(=O)N(CCCl)N=O. Drug 2: C1=C(C(=O)NC(=O)N1)F. Cell line: CAKI-1. Synergy scores: CSS=45.1, Synergy_ZIP=7.14, Synergy_Bliss=7.45, Synergy_Loewe=13.7, Synergy_HSA=15.6. (4) Drug 1: CC1=C(C=C(C=C1)NC(=O)C2=CC=C(C=C2)CN3CCN(CC3)C)NC4=NC=CC(=N4)C5=CN=CC=C5. Drug 2: C(CC(=O)O)C(=O)CN.Cl. Cell line: OVCAR-8. Synergy scores: CSS=5.60, Synergy_ZIP=-3.36, Synergy_Bliss=-2.23, Synergy_Loewe=0.257, Synergy_HSA=0.461. (5) Drug 1: C1C(C(OC1N2C=C(C(=O)NC2=O)F)CO)O. Drug 2: CCN(CC)CCNC(=O)C1=C(NC(=C1C)C=C2C3=C(C=CC(=C3)F)NC2=O)C. Cell line: MALME-3M. Synergy scores: CSS=1.64, Synergy_ZIP=1.33, Synergy_Bliss=5.30, Synergy_Loewe=-2.21, Synergy_HSA=-0.962. (6) Drug 1: COC1=NC(=NC2=C1N=CN2C3C(C(C(O3)CO)O)O)N. Drug 2: CC1CCC2CC(C(=CC=CC=CC(CC(C(=O)C(C(C(=CC(C(=O)CC(OC(=O)C3CCCCN3C(=O)C(=O)C1(O2)O)C(C)CC4CCC(C(C4)OC)OCCO)C)C)O)OC)C)C)C)OC. Cell line: CAKI-1. Synergy scores: CSS=0.892, Synergy_ZIP=0.769, Synergy_Bliss=1.37, Synergy_Loewe=-4.43, Synergy_HSA=-1.54.